Dataset: Forward reaction prediction with 1.9M reactions from USPTO patents (1976-2016). Task: Predict the product of the given reaction. (1) Given the reactants [N+](=CC([C:6]1([N:11]2[C:15]3=[N:16][CH:17]=[CH:18][CH:19]=[C:14]3[CH:13]=[CH:12]2)[CH2:10][CH2:9][CH2:8][CH2:7]1)=O)=[N-].[C:20]([O:23]CC)(=[O:22])[CH3:21], predict the reaction product. The product is: [N:11]1([C:6]2([CH2:21][C:20]([OH:23])=[O:22])[CH2:10][CH2:9][CH2:8][CH2:7]2)[C:15]2=[N:16][CH:17]=[CH:18][CH:19]=[C:14]2[CH:13]=[CH:12]1. (2) The product is: [OH:15][C@H:13]([CH3:14])[C@H:12]([NH:16][C:17](=[O:43])[C:18]1[CH:23]=[CH:22][C:21]([N:24]2[CH2:29][CH2:28][N:27]([C:30]3[CH:35]=[CH:34][C:33]([CH2:36][N:37]4[CH2:42][CH2:41][O:40][CH2:39][CH2:38]4)=[CH:32][CH:31]=3)[CH2:26][CH2:25]2)=[CH:20][CH:19]=1)[C:11](=[O:10])[NH:2][OH:3]. Given the reactants Cl.[NH2:2][OH:3].C[O-].[Na+].CO.C[O:10][C:11](=O)[C@@H:12]([NH:16][C:17](=[O:43])[C:18]1[CH:23]=[CH:22][C:21]([N:24]2[CH2:29][CH2:28][N:27]([C:30]3[CH:35]=[CH:34][C:33]([CH2:36][N:37]4[CH2:42][CH2:41][O:40][CH2:39][CH2:38]4)=[CH:32][CH:31]=3)[CH2:26][CH2:25]2)=[CH:20][CH:19]=1)[C@H:13]([OH:15])[CH3:14].Cl, predict the reaction product. (3) Given the reactants C[O-].[Na+].[CH2:4]([SH:11])[C:5]1[CH:10]=[CH:9][CH:8]=[CH:7][CH:6]=1.[C:12]([O:16][C:17]([N:19]1[CH2:23][CH:22]2[O:24][CH:21]2[CH2:20]1)=[O:18])([CH3:15])([CH3:14])[CH3:13], predict the reaction product. The product is: [CH2:4]([S:11][CH:22]1[CH:21]([OH:24])[CH2:20][N:19]([C:17]([O:16][C:12]([CH3:15])([CH3:14])[CH3:13])=[O:18])[CH2:23]1)[C:5]1[CH:10]=[CH:9][CH:8]=[CH:7][CH:6]=1. (4) The product is: [CH:1]1([CH2:7][C:8]([OH:25])([CH3:30])[CH2:9]/[CH:10]=[CH:40]/[C@H:37]2[CH2:38][CH2:39][C@H:35]([OH:34])[C@@H:36]2[CH2:42][CH2:43][S:44][C:45]2[S:46][CH:47]=[C:48]([C:50]([OH:52])=[O:51])[N:49]=2)[CH2:2][CH2:3][CH2:4][CH2:5][CH2:6]1. Given the reactants [CH:1]1([CH2:7][C:8]([CH3:30])([O:25][Si](C)(C)C)[CH2:9][CH2:10]S(C2N(C3C=CC=CC=3)N=NN=2)(=O)=O)[CH2:6][CH2:5][CH2:4][CH2:3][CH2:2]1.C([O:34][C@H:35]1[CH2:39][CH2:38][C@H:37]([CH:40]=O)[C@H:36]1[CH2:42][CH2:43][S:44][C:45]1[S:46][CH:47]=[C:48]([C:50]([O:52]CC)=[O:51])[N:49]=1)(=O)C, predict the reaction product. (5) Given the reactants [NH2:1][C:2]1[O:3][C:4]2[C:9]([CH:10]([C:14]3[CH:19]=[C:18]([O:20][CH3:21])[C:17]([O:22][CH3:23])=[C:16]([Br:24])[CH:15]=3)[C:11]=1[C:12]#[N:13])=[CH:8][CH:7]=[C:6]1[CH:25]=[CH:26][CH:27]=[CH:28][C:5]=21.Cl.[NH2:30][OH:31].C(=O)([O-])[O-].[K+].[K+], predict the reaction product. The product is: [NH2:1][C:2]1[O:3][C:4]2[C:9]([CH:10]([C:14]3[CH:19]=[C:18]([O:20][CH3:21])[C:17]([O:22][CH3:23])=[C:16]([Br:24])[CH:15]=3)[C:11]=1[C:12]([NH:30][OH:31])=[NH:13])=[CH:8][CH:7]=[C:6]1[CH:25]=[CH:26][CH:27]=[CH:28][C:5]=21.